From a dataset of Full USPTO retrosynthesis dataset with 1.9M reactions from patents (1976-2016). Predict the reactants needed to synthesize the given product. (1) The reactants are: [CH3:1][O:2][C:3]([C:5]1[CH:19]=[CH:18][C:8]2[N:9]=[C:10]([CH2:13][CH2:14][CH2:15][CH2:16][NH2:17])[N:11]([CH3:12])[C:7]=2[CH:6]=1)=[O:4].[C:20](O)(=O)[CH3:21].[C:24]([BH3-])#N.[Na+].[CH:28](=O)[CH2:29][CH3:30]. Given the product [CH3:1][O:2][C:3]([C:5]1[CH:19]=[CH:18][C:8]2[N:9]=[C:10]([CH2:13][CH2:14][CH2:15][CH2:16][N:17]([CH2:24][CH2:20][CH3:21])[CH2:28][CH2:29][CH3:30])[N:11]([CH3:12])[C:7]=2[CH:6]=1)=[O:4], predict the reactants needed to synthesize it. (2) Given the product [C:12]([C:11]1[CH:14]=[CH:15][C:16]([O:17][CH:18]2[CH2:19][CH2:20][N:21]([C:24]3[N:29]=[C:28]4[CH2:30][N:31]([C:47]([N:46]([CH3:50])[CH3:45])=[O:48])[CH2:32][CH2:33][C:27]4=[N:26][C:25]=3[NH:34][CH:35]([CH3:37])[CH3:36])[CH2:22][CH2:23]2)=[C:9]([F:8])[CH:10]=1)#[N:13].[C:2]([OH:3])([C:4]([F:7])([F:6])[F:5])=[O:1], predict the reactants needed to synthesize it. The reactants are: [OH:1][C:2]([C:4]([F:7])([F:6])[F:5])=[O:3].[F:8][C:9]1[CH:10]=[C:11]([CH:14]=[CH:15][C:16]=1[O:17][CH:18]1[CH2:23][CH2:22][N:21]([C:24]2[N:29]=[C:28]3[CH2:30][NH:31][CH2:32][CH2:33][C:27]3=[N:26][C:25]=2[NH:34][CH:35]([CH3:37])[CH3:36])[CH2:20][CH2:19]1)[C:12]#[N:13].C(N(CC)CC)C.[CH3:45][N:46]([CH3:50])[C:47](Cl)=[O:48]. (3) Given the product [CH2:25]([O:1][C:2]1[C:11]2[C:6](=[C:7]([CH:12]3[CH2:14][CH2:13]3)[CH:8]=[CH:9][CH:10]=2)[N:5]=[C:4]([C:15]([O:17][CH3:18])=[O:16])[CH:3]=1)[CH3:26], predict the reactants needed to synthesize it. The reactants are: [OH:1][C:2]1[C:11]2[C:6](=[C:7]([CH:12]3[CH2:14][CH2:13]3)[CH:8]=[CH:9][CH:10]=2)[N:5]=[C:4]([C:15]([O:17][CH3:18])=[O:16])[CH:3]=1.C([O-])([O-])=O.[K+].[K+].[CH2:25](I)[CH3:26]. (4) Given the product [CH:15]([C:14]1[CH:17]=[CH:18][CH:19]=[CH:20][C:13]=1[C:6]1[CH:7]=[CH:8][C:3]([C:1]#[N:2])=[CH:4][CH:5]=1)=[O:16], predict the reactants needed to synthesize it. The reactants are: [C:1]([C:3]1[CH:8]=[CH:7][C:6](B(O)O)=[CH:5][CH:4]=1)#[N:2].Br[C:13]1[CH:20]=[CH:19][CH:18]=[CH:17][C:14]=1[CH:15]=[O:16].C(=O)([O-])[O-].[K+].[K+].C1(P(C2C=CC=CC=2)C2C=CC=CC=2)C=CC=CC=1. (5) The reactants are: [I:1][C:2]1[C:7]([C:8](OCC)=[O:9])=[C:6]([CH3:13])[N:5]=[C:4]2[S:14][C:15]3[CH2:20][CH2:19][CH2:18][CH2:17][C:16]=3[C:3]=12.[H-].C([Al+]CC(C)C)C(C)C. Given the product [I:1][C:2]1[C:7]([CH2:8][OH:9])=[C:6]([CH3:13])[N:5]=[C:4]2[S:14][C:15]3[CH2:20][CH2:19][CH2:18][CH2:17][C:16]=3[C:3]=12, predict the reactants needed to synthesize it. (6) Given the product [O:7]([C:11]1[C:12]2[N:20]=[C:19]([C:21]3[CH:26]=[CH:25][C:24]([F:27])=[CH:23][CH:22]=3)[CH:18]=[CH:17][C:13]=2[N:14]=[CH:15][N:16]=1)[C:1]1[CH:6]=[CH:5][CH:4]=[CH:3][CH:2]=1, predict the reactants needed to synthesize it. The reactants are: [C:1]1([OH:7])[CH:6]=[CH:5][CH:4]=[CH:3][CH:2]=1.[H-].[Na+].Cl[C:11]1[C:12]2[N:20]=[C:19]([C:21]3[CH:26]=[CH:25][C:24]([F:27])=[CH:23][CH:22]=3)[CH:18]=[CH:17][C:13]=2[N:14]=[CH:15][N:16]=1. (7) Given the product [F:31][C:32]1[CH:37]=[CH:36][C:35]([O:38][C:2]2[CH:3]=[CH:4][C:5]([NH2:6])=[CH:10][CH:11]=2)=[C:34]([CH3:39])[CH:33]=1, predict the reactants needed to synthesize it. The reactants are: Br[C:2]1[CH:11]=[CH:10][C:5]([NH:6]C(=O)C)=[CH:4][CH:3]=1.CC(C)(C(=O)CC(=O)C(C)(C)C)C.C(=O)([O-])[O-].[Cs+].[Cs+].[F:31][C:32]1[CH:37]=[CH:36][C:35]([OH:38])=[C:34]([CH3:39])[CH:33]=1. (8) The reactants are: C(N(S(F)(F)[F:7])CC)C.[CH2:10]([N:17]([CH2:25][C:26]1[CH:31]=[CH:30][CH:29]=[CH:28][CH:27]=1)[CH2:18][CH2:19][CH2:20][C:21]([CH3:24])(O)[CH3:22])[C:11]1[CH:16]=[CH:15][CH:14]=[CH:13][CH:12]=1. Given the product [CH2:10]([N:17]([CH2:25][C:26]1[CH:31]=[CH:30][CH:29]=[CH:28][CH:27]=1)[CH2:18][CH2:19][CH2:20][C:21]([F:7])([CH3:24])[CH3:22])[C:11]1[CH:16]=[CH:15][CH:14]=[CH:13][CH:12]=1, predict the reactants needed to synthesize it. (9) Given the product [CH3:10][O:11][C:12](=[O:29])[C:13]1[CH:18]=[CH:17][C:16]([Cl:19])=[C:15]([C:2]2[C:7]([Cl:8])=[CH:6][C:5]([Cl:9])=[CH:4][N:3]=2)[CH:14]=1, predict the reactants needed to synthesize it. The reactants are: Br[C:2]1[C:7]([Cl:8])=[CH:6][C:5]([Cl:9])=[CH:4][N:3]=1.[CH3:10][O:11][C:12](=[O:29])[C:13]1[CH:18]=[CH:17][C:16]([Cl:19])=[C:15](B2OC(C)(C)C(C)(C)O2)[CH:14]=1.C([O-])([O-])=O.[Na+].[Na+]. (10) Given the product [OH:23][CH2:24][CH2:25][S:26][CH2:2][C:3]1[N:4]([CH3:22])[C:5](=[O:21])[C:6]2[C:11]([C:12]=1[C:13]1[CH:18]=[CH:17][CH:16]=[CH:15][CH:14]=1)=[CH:10][C:9]([O:19][CH3:20])=[CH:8][CH:7]=2, predict the reactants needed to synthesize it. The reactants are: Br[CH2:2][C:3]1[N:4]([CH3:22])[C:5](=[O:21])[C:6]2[C:11]([C:12]=1[C:13]1[CH:18]=[CH:17][CH:16]=[CH:15][CH:14]=1)=[CH:10][C:9]([O:19][CH3:20])=[CH:8][CH:7]=2.[OH:23][CH2:24][CH2:25][SH:26].C(=O)([O-])[O-].[Cs+].[Cs+].